Dataset: Reaction yield outcomes from USPTO patents with 853,638 reactions. Task: Predict the reaction yield, written as a fraction of the theoretical maximum amount of product (1.0 means a 100% yield; for example, 0.34 means a 34% yield). (1) The reactants are COC1C=C(OC)C=CC=1C[N:6]([C:33]1[CH:38]=[CH:37][N:36]=[CH:35][N:34]=1)[S:7]([C:10]1[CH:15]=[C:14]([CH3:16])[C:13]([O:17][C@H:18]2[CH2:23][CH2:22][CH2:21][CH2:20][C@@H:19]2[C:24]2[CH:25]=[N:26][N:27](COC)[CH:28]=2)=[CH:12][C:11]=1[F:32])(=[O:9])=[O:8].C([SiH](CC)CC)C.FC(F)(F)C(O)=O.Cl. The catalyst is CO.ClCCl. The product is [F:32][C:11]1[CH:12]=[C:13]([O:17][C@H:18]2[CH2:23][CH2:22][CH2:21][CH2:20][C@@H:19]2[C:24]2[CH:25]=[N:26][NH:27][CH:28]=2)[C:14]([CH3:16])=[CH:15][C:10]=1[S:7]([NH:6][C:33]1[CH:38]=[CH:37][N:36]=[CH:35][N:34]=1)(=[O:8])=[O:9]. The yield is 0.990. (2) The reactants are [CH2:1]([N:5]([CH2:20][CH2:21][CH2:22][CH3:23])[C:6]1[CH:11]=[CH:10][C:9]([CH:12]=[CH:13][CH:14]=[CH:15][CH:16]=O)=[C:8]([O:18][CH3:19])[CH:7]=1)[CH2:2][CH2:3][CH3:4].[C:24]([C:26]1[C:27](=[C:37]([C:40]#[N:41])[C:38]#[N:39])[O:28][C:29]([CH3:36])([C:32]([F:35])([F:34])[F:33])[C:30]=1[CH3:31])#[N:25]. The catalyst is C(O)C. The product is [CH2:1]([N:5]([CH2:20][CH2:21][CH2:22][CH3:23])[C:6]1[CH:11]=[CH:10][C:9]([CH:12]=[CH:13][CH:14]=[CH:15][CH:16]=[CH:31][C:30]2[C:29]([CH3:36])([C:32]([F:35])([F:33])[F:34])[O:28][C:27](=[C:37]([C:40]#[N:41])[C:38]#[N:39])[C:26]=2[C:24]#[N:25])=[C:8]([O:18][CH3:19])[CH:7]=1)[CH2:2][CH2:3][CH3:4]. The yield is 0.825. (3) The reactants are Cl[C:2]1[N:7]=[C:6]([C:8]2[N:12]3[CH:13]=[CH:14][CH:15]=[CH:16][C:11]3=[N:10][C:9]=2[C:17]2[CH:18]=[C:19]([CH:31]=[CH:32][CH:33]=2)[C:20]([NH:22][C:23]2[C:28]([F:29])=[CH:27][CH:26]=[CH:25][C:24]=2[F:30])=[O:21])[CH:5]=[CH:4][N:3]=1.[CH3:34][O:35][C:36]1[CH:42]=[C:41]([N:43]2[CH2:48][CH2:47][CH:46]([N:49]3[CH2:54][CH2:53][O:52][CH2:51][CH2:50]3)[CH2:45][CH2:44]2)[CH:40]=[CH:39][C:37]=1[NH2:38].C1(C)C=CC(S(O)(=O)=O)=CC=1. The catalyst is CC(O)C.C(Cl)Cl. The product is [F:30][C:24]1[CH:25]=[CH:26][CH:27]=[C:28]([F:29])[C:23]=1[NH:22][C:20](=[O:21])[C:19]1[CH:31]=[CH:32][CH:33]=[C:17]([C:9]2[N:10]=[C:11]3[CH:16]=[CH:15][CH:14]=[CH:13][N:12]3[C:8]=2[C:6]2[CH:5]=[CH:4][N:3]=[C:2]([NH:38][C:37]3[CH:39]=[CH:40][C:41]([N:43]4[CH2:48][CH2:47][CH:46]([N:49]5[CH2:54][CH2:53][O:52][CH2:51][CH2:50]5)[CH2:45][CH2:44]4)=[CH:42][C:36]=3[O:35][CH3:34])[N:7]=2)[CH:18]=1. The yield is 0.600. (4) The product is [Cl:1][C:2]1[CH:7]=[C:6]([N:8]([CH2:9][C:10]2[S:11][C:12]([Cl:15])=[CH:13][CH:14]=2)[CH3:25])[CH:5]=[CH:4][C:3]=1[NH:16][C:17](=[O:22])[C:18]([F:19])([F:20])[F:21]. The catalyst is CO.O. The yield is 0.950. The reactants are [Cl:1][C:2]1[CH:7]=[C:6]([NH:8][CH2:9][C:10]2[S:11][C:12]([Cl:15])=[CH:13][CH:14]=2)[CH:5]=[CH:4][C:3]=1[NH:16][C:17](=[O:22])[C:18]([F:21])([F:20])[F:19].C=O.[C:25](O)(=O)C.C([BH3-])#N.[Na+]. (5) The reactants are C=O.[Br:3][C:4]1[CH:37]=[CH:36][C:7]([NH:8][C:9]2[C:18]3[C:13](=[CH:14][C:15]([O:21][CH2:22][CH:23]4[CH2:28][CH2:27][N:26]([C:29](OC(C)(C)C)=O)[CH2:25][CH2:24]4)=[C:16]([O:19][CH3:20])[CH:17]=3)[N:12]=[CH:11][N:10]=2)=[C:6]([F:38])[CH:5]=1. The catalyst is C(O)=O. The product is [Br:3][C:4]1[CH:37]=[CH:36][C:7]([NH:8][C:9]2[C:18]3[C:13](=[CH:14][C:15]([O:21][CH2:22][CH:23]4[CH2:24][CH2:25][N:26]([CH3:29])[CH2:27][CH2:28]4)=[C:16]([O:19][CH3:20])[CH:17]=3)[N:12]=[CH:11][N:10]=2)=[C:6]([F:38])[CH:5]=1. The yield is 0.880. (6) The reactants are C[O:2][C:3]([C:5]1([C:8]2[CH:9]=[C:10]3[C:15](=[CH:16][CH:17]=2)[O:14][CH2:13][CH2:12][CH2:11]3)[CH2:7][CH2:6]1)=[O:4].O[Li].[OH2:20].[CH3:21][OH:22]. The catalyst is O. The product is [OH:20][C:11]1([O:22][CH3:21])[C:10]2[C:15](=[CH:16][CH:17]=[C:8]([C:5]3([C:3]([OH:2])=[O:4])[CH2:7][CH2:6]3)[CH:9]=2)[O:14][CH2:13][CH2:12]1. The yield is 0.760. (7) The reactants are [CH3:1][O:2][C:3]1[C:12]([NH:13][C:14](=[O:18])OCC)=[N:11][C:10]2[C:5](=[CH:6][CH:7]=[C:8]([O:19][CH3:20])[CH:9]=2)[N:4]=1.[CH3:21][O:22][C:23]1[CH:24]=[C:25]([N:33]2[CH2:38][CH2:37][NH:36][CH2:35][CH2:34]2)[CH:26]=[C:27]([O:31][CH3:32])[C:28]=1[O:29][CH3:30]. No catalyst specified. The product is [CH3:1][O:2][C:3]1[C:12]([NH:13][C:14]([N:36]2[CH2:35][CH2:34][N:33]([C:25]3[CH:24]=[C:23]([O:22][CH3:21])[C:28]([O:29][CH3:30])=[C:27]([O:31][CH3:32])[CH:26]=3)[CH2:38][CH2:37]2)=[O:18])=[N:11][C:10]2[C:5](=[CH:6][CH:7]=[C:8]([O:19][CH3:20])[CH:9]=2)[N:4]=1. The yield is 0.970.